From a dataset of HIV replication inhibition screening data with 41,000+ compounds from the AIDS Antiviral Screen. Binary Classification. Given a drug SMILES string, predict its activity (active/inactive) in a high-throughput screening assay against a specified biological target. (1) The compound is C[Si](C)(C)C=CCCNC=O. The result is 0 (inactive). (2) The compound is COc1ccc(C2CC(=O)CC(c3ccc(OC)cc3)C23C(=O)NC(=O)NC3=O)cc1. The result is 0 (inactive). (3) The molecule is CN(C)c1ccc(Cc2cc3c(O)ccc(O)c3cc(Cc3ccc(N(C)C)cc3)c2=O)cc1. The result is 0 (inactive). (4) The compound is COC(=O)C(=CCC(N=C(c1ccccc1)c1ccccc1)C(=O)OC)N=C(c1ccccc1)c1ccccc1. The result is 0 (inactive). (5) The molecule is O=S(=O)(CSc1ccccc1)c1ccccc1. The result is 0 (inactive). (6) The drug is C=C(C)C1CCC(C)(O)C(C#N)C1. The result is 0 (inactive). (7) The drug is CCOc1ccc(C=NN2C(=O)c3ccccc3C2=O)cc1. The result is 0 (inactive). (8) The molecule is C[Si](C)(C)C#CC(O)CS(=O)c1ccccc1. The result is 0 (inactive).